Dataset: Forward reaction prediction with 1.9M reactions from USPTO patents (1976-2016). Task: Predict the product of the given reaction. (1) Given the reactants [CH:1]([C:5]1[C:6]([OH:24])=[C:7]([CH:10]=[C:11]([CH:13]=[CH:14][C:15]([C:17]2[CH:22]=[CH:21][C:20]([Cl:23])=[CH:19][CH:18]=2)=[O:16])[CH:12]=1)C=O)([CH2:3][CH3:4])[CH3:2].[CH:25](C1C(O)=C(C=C(/C=C/C(=O)C2C=CC(C)=CC=2)C=1)C=O)(CC)C.[C:49]([O:57][CH2:58]C)(=[O:56])[CH2:50][C:51]([O:53]CC)=O.N1C=CC=CC=1, predict the reaction product. The product is: [CH:1]([C:5]1[CH:12]=[C:11]([CH:13]=[CH:14][C:15]([C:17]2[CH:22]=[CH:21][C:20]([Cl:23])=[CH:19][CH:18]=2)=[O:16])[CH:10]=[C:7]2[C:6]=1[O:24][C:51](=[O:53])[C:50]([C:49]([O:57][CH3:58])=[O:56])=[CH:25]2)([CH2:3][CH3:4])[CH3:2]. (2) Given the reactants C[O:2][C:3]([C:5]1[CH:43]=[CH:42][C:8]2[N:9]([CH:36]3[CH2:41][CH2:40][CH2:39][CH2:38][CH2:37]3)[C:10]([C:12]3[CH:13]=[C:14]4[C:19](=[CH:20][CH:21]=3)[N:18]=[C:17]([C:22]3[C:27]([C:28]5[CH:33]=[CH:32][C:31]([Cl:34])=[CH:30][CH:29]=5)=[CH:26][CH:25]=[C:24]([OH:35])[CH:23]=3)[CH:16]=[CH:15]4)=[N:11][C:7]=2[CH:6]=1)=[O:4].[H-].[Na+].Br[CH2:47][CH2:48][O:49][CH3:50], predict the reaction product. The product is: [Cl:34][C:31]1[CH:32]=[CH:33][C:28]([C:27]2[C:22]([C:17]3[CH:16]=[CH:15][C:14]4[C:19](=[CH:20][CH:21]=[C:12]([C:10]5[N:9]([CH:36]6[CH2:41][CH2:40][CH2:39][CH2:38][CH2:37]6)[C:8]6[CH:42]=[CH:43][C:5]([C:3]([OH:2])=[O:4])=[CH:6][C:7]=6[N:11]=5)[CH:13]=4)[N:18]=3)=[CH:23][C:24]([O:35][CH2:47][CH2:48][O:49][CH3:50])=[CH:25][CH:26]=2)=[CH:29][CH:30]=1. (3) Given the reactants [C:1]1([CH3:35])[C:2]([NH:7][C:8]2[O:9][C:10]([C:16]3[CH:21]=[CH:20][C:19]([N:22]4[CH2:27][CH2:26][N:25](C(OC(C)(C)C)=O)[CH2:24][CH2:23]4)=[CH:18][CH:17]=3)=[C:11]([C:13](=[O:15])[NH2:14])[N:12]=2)=[CH:3][CH:4]=[CH:5][CH:6]=1.Cl.O1CCOCC1, predict the reaction product. The product is: [C:1]1([CH3:35])[C:2]([NH:7][C:8]2[O:9][C:10]([C:16]3[CH:21]=[CH:20][C:19]([N:22]4[CH2:27][CH2:26][NH:25][CH2:24][CH2:23]4)=[CH:18][CH:17]=3)=[C:11]([C:13]([NH2:14])=[O:15])[N:12]=2)=[CH:3][CH:4]=[CH:5][CH:6]=1. (4) Given the reactants Br[C:2]1[CH:3]=[C:4]([O:8][CH3:9])[CH:5]=[CH:6][CH:7]=1.C([Li])CCC.[O:15]1[C:19]2([CH2:24][CH2:23][C:22](=[O:25])[CH2:21][CH2:20]2)[O:18][CH2:17][CH2:16]1, predict the reaction product. The product is: [CH3:9][O:8][C:4]1[CH:3]=[C:2]([C:22]2([OH:25])[CH2:23][CH2:24][C:19]3([O:18][CH2:17][CH2:16][O:15]3)[CH2:20][CH2:21]2)[CH:7]=[CH:6][CH:5]=1. (5) Given the reactants Cl[C:2]1[C:11]2[C:6](=[CH:7][C:8]([C:13]#[N:14])=[C:9]([F:12])[CH:10]=2)[N:5]=[CH:4][CH:3]=1.[Cl:15][C:16]1[CH:17]=[C:18](C2C3C(=CC(C#N)=C(F)C=3)C=CN=2)[CH:19]=[N:20][C:21]=1[O:22][CH2:23][CH:24]([CH3:26])[CH3:25].C([O-])([O-])=O.[Cs+].[Cs+], predict the reaction product. The product is: [Cl:15][C:16]1[CH:17]=[C:18]([C:2]2[C:11]3[C:6](=[CH:7][C:8]([C:13]#[N:14])=[C:9]([F:12])[CH:10]=3)[N:5]=[CH:4][CH:3]=2)[CH:19]=[N:20][C:21]=1[O:22][CH2:23][CH:24]([CH3:26])[CH3:25].